This data is from Catalyst prediction with 721,799 reactions and 888 catalyst types from USPTO. The task is: Predict which catalyst facilitates the given reaction. (1) Reactant: CN([CH:4]=[C:5]1[C:9]([CH3:11])([CH3:10])[O:8][C:7]([CH3:13])([CH3:12])[C:6]1=O)C.C(O)(=O)C.[NH2:19][C:20]([NH2:22])=[NH:21].C[O-].[Na+]. Product: [CH3:10][C:9]1([CH3:11])[C:5]2[CH:4]=[N:19][C:20]([NH2:22])=[N:21][C:6]=2[C:7]([CH3:13])([CH3:12])[O:8]1. The catalyst class is: 8. (2) Reactant: F[P-](F)(F)(F)(F)F.C[N+:9](C)=C(N(C)C)ON1C2N=CC=CC=2N=N1.[C:25]([O:29][C:30]([NH:32][C:33]1([C:66]([OH:68])=O)[CH2:38][CH2:37][N:36]([C:39]2[CH:44]=[CH:43][CH:42]=[C:41]([C:45]3[C:53]4[C:48](=[CH:49][N:50]=[C:51]([C:54]5[CH:55]=[N:56][CH:57]=[CH:58][CH:59]=5)[CH:52]=4)[N:47]([CH:60]4[CH2:65][CH2:64][CH2:63][CH2:62][O:61]4)[N:46]=3)[N:40]=2)[CH2:35][CH2:34]1)=[O:31])([CH3:28])([CH3:27])[CH3:26].[Cl-].[NH4+].C(N(CC)C(C)C)(C)C. Product: [C:66]([C:33]1([NH:32][C:30](=[O:31])[O:29][C:25]([CH3:26])([CH3:27])[CH3:28])[CH2:34][CH2:35][N:36]([C:39]2[CH:44]=[CH:43][CH:42]=[C:41]([C:45]3[C:53]4[C:48](=[CH:49][N:50]=[C:51]([C:54]5[CH:55]=[N:56][CH:57]=[CH:58][CH:59]=5)[CH:52]=4)[N:47]([CH:60]4[CH2:65][CH2:64][CH2:63][CH2:62][O:61]4)[N:46]=3)[N:40]=2)[CH2:37][CH2:38]1)(=[O:68])[NH2:9]. The catalyst class is: 9. (3) Reactant: [CH2:1]([C:5]1[N:6]([C:16]2[CH:21]=[CH:20][C:19]([CH2:22][CH2:23][N:24]([S:28]([C:31]3[CH:36]=[CH:35][C:34]([CH3:37])=[CH:33][CH:32]=3)(=[O:30])=[O:29])[C:25](=[O:27])[O-:26])=[CH:18][CH:17]=2)[C:7]2[CH:12]=[C:11]([CH3:13])[N:10]=[C:9]([CH3:14])[C:8]=2[N:15]=1)[CH2:2][CH2:3][CH3:4].[CH3:38][C:39]1[CH:40]=[CH:41][C:42]([S:45]([OH:48])(=[O:47])=[O:46])=[CH:43][CH:44]=1. Product: [C:39]1([CH3:38])[CH:40]=[CH:41][C:42]([S:45]([OH:48])(=[O:46])=[O:47])=[CH:43][CH:44]=1.[CH2:1]([C:5]1[N:6]([C:16]2[CH:17]=[CH:18][C:19]([CH2:22][CH2:23][N:24]([S:28]([C:31]3[CH:32]=[CH:33][C:34]([CH3:37])=[CH:35][CH:36]=3)(=[O:29])=[O:30])[C:25](=[O:26])[OH:27])=[CH:20][CH:21]=2)[C:7]2[CH:12]=[C:11]([CH3:13])[N:10]=[C:9]([CH3:14])[C:8]=2[N:15]=1)[CH2:2][CH2:3][CH3:4]. The catalyst class is: 5.